Dataset: Forward reaction prediction with 1.9M reactions from USPTO patents (1976-2016). Task: Predict the product of the given reaction. (1) Given the reactants [C:1]([C:5]1[CH:10]=[CH:9][C:8]([S:11]([N:14]([CH2:24][C:25]([OH:27])=O)[C:15]2[CH:20]=[CH:19][CH:18]=[CH:17][C:16]=2[C:21](=[O:23])[NH2:22])(=[O:13])=[O:12])=[CH:7][CH:6]=1)([CH3:4])([CH3:3])[CH3:2].[CH2:28]([NH:30][CH2:31][C:32]1[S:33][CH:34]=[CH:35][N:36]=1)[CH3:29], predict the reaction product. The product is: [C:1]([C:5]1[CH:6]=[CH:7][C:8]([S:11]([N:14]([CH2:24][C:25](=[O:27])[N:30]([CH2:28][CH3:29])[CH2:31][C:32]2[S:33][CH:34]=[CH:35][N:36]=2)[C:15]2[CH:20]=[CH:19][CH:18]=[CH:17][C:16]=2[C:21]([NH2:22])=[O:23])(=[O:12])=[O:13])=[CH:9][CH:10]=1)([CH3:3])([CH3:2])[CH3:4]. (2) Given the reactants [CH3:1][C:2]([CH3:18])([CH3:17])[C:3]([NH:5][C:6]1[CH:14]=[C:13]([O:15][CH3:16])[CH:12]=[CH:11][C:7]=1[C:8]([OH:10])=O)=O.[Cl:19][C:20]1[CH:25]=[CH:24][C:23]([NH2:26])=[CH:22][C:21]=1F.ClC1C=CC(N)=CC=1, predict the reaction product. The product is: [C:2]([C:3]1[N:26]([C:23]2[CH:24]=[CH:25][C:20]([Cl:19])=[CH:21][CH:22]=2)[C:8](=[O:10])[C:7]2[C:6](=[CH:14][C:13]([O:15][CH3:16])=[CH:12][CH:11]=2)[N:5]=1)([CH3:1])([CH3:18])[CH3:17]. (3) Given the reactants C[O:2][C:3](=[O:19])[CH:4]([C:6]1[CH:11]=[CH:10][C:9]([CH2:12][CH2:13][C:14]([CH3:17])([CH3:16])[CH3:15])=[C:8]([Cl:18])[CH:7]=1)[CH3:5].[OH-].[Na+].Cl, predict the reaction product. The product is: [Cl:18][C:8]1[CH:7]=[C:6]([CH:4]([CH3:5])[C:3]([OH:19])=[O:2])[CH:11]=[CH:10][C:9]=1[CH2:12][CH2:13][C:14]([CH3:16])([CH3:17])[CH3:15]. (4) Given the reactants [CH3:1][C:2]1[CH:8]=[CH:7][CH:6]=[C:5]([CH3:9])[C:3]=1N.[OH-].[Na+].[C:12](=[S:14])=S.O.[NH2:16][NH2:17].C[N:19](C=O)C, predict the reaction product. The product is: [CH3:1][C:2]1[CH:8]=[CH:7][CH:6]=[C:5]([CH3:9])[C:3]=1[NH:16][NH:17][C:12]([NH2:19])=[S:14]. (5) Given the reactants N(CCO)(CCO)[CH2:2][CH2:3]O.[C:11]([OH:23])(=[O:22])[CH2:12][C:13]([CH2:18][C:19](O)=O)(C(O)=O)[OH:14].C([O-])(=O)CC(CC([O-])=O)(C([O-])=O)O.[Na+].[Na+].[Na+].[Na], predict the reaction product. The product is: [CH:2]1[CH:3]=[C:12]([C:11]([OH:23])=[O:22])[C:13]([OH:14])=[CH:18][CH:19]=1. (6) Given the reactants [CH2:1]([O:3][CH2:4][CH2:5][NH:6][C:7]1[CH:16]=[CH:15][C:14]2[C:13]([CH3:18])([CH3:17])[CH2:12][CH2:11][C:10]([CH3:20])([CH3:19])[C:9]=2[CH:8]=1)[CH3:2].[C:21](Cl)(Cl)=[O:22].[NH2:25][C:26]1[CH:35]=[CH:34][C:29]([C:30]([O:32][CH3:33])=[O:31])=[CH:28][CH:27]=1, predict the reaction product. The product is: [CH2:1]([O:3][CH2:4][CH2:5][N:6]([C:7]1[CH:16]=[CH:15][C:14]2[C:13]([CH3:18])([CH3:17])[CH2:12][CH2:11][C:10]([CH3:19])([CH3:20])[C:9]=2[CH:8]=1)[C:21](=[O:22])[NH:25][C:26]1[CH:27]=[CH:28][C:29]([C:30]([O:32][CH3:33])=[O:31])=[CH:34][CH:35]=1)[CH3:2]. (7) Given the reactants [CH3:1][N:2]1[CH:6]=[N:5][CH:4]=[N:3]1.COC1C=CC(CN2CN(CC3C=CC(OC)=CC=3)CN(CC3C=CC([O:36][CH3:37])=CC=3)C2)=CC=1.[Li]CCCC.C1C[O:48]CC1, predict the reaction product. The product is: [CH3:1][N:2]1[C:6]([C:37]([OH:36])=[O:48])=[N:5][CH:4]=[N:3]1.